Dataset: NCI-60 drug combinations with 297,098 pairs across 59 cell lines. Task: Regression. Given two drug SMILES strings and cell line genomic features, predict the synergy score measuring deviation from expected non-interaction effect. Drug 1: CC1OCC2C(O1)C(C(C(O2)OC3C4COC(=O)C4C(C5=CC6=C(C=C35)OCO6)C7=CC(=C(C(=C7)OC)O)OC)O)O. Drug 2: C1CN(P(=O)(OC1)NCCCl)CCCl. Cell line: RXF 393. Synergy scores: CSS=19.2, Synergy_ZIP=-6.34, Synergy_Bliss=-1.32, Synergy_Loewe=-28.7, Synergy_HSA=-1.47.